Dataset: Full USPTO retrosynthesis dataset with 1.9M reactions from patents (1976-2016). Task: Predict the reactants needed to synthesize the given product. (1) Given the product [F:1][C:2]1[CH:3]=[C:4]([N:19]([C:28]2[CH:33]=[CH:32][C:31]([F:34])=[CH:30][CH:29]=2)[C:20]([C:22]2([C:25]([NH2:27])=[O:26])[CH2:24][CH2:23]2)=[O:21])[CH:5]=[CH:6][C:7]=1[O:8][C:9]1[CH:14]=[CH:13][N:12]=[C:11]2[CH:15]=[C:16]([C:45]#[C:44][C:42]([CH3:46])([N:39]3[CH2:38][CH2:37][N:36]([CH3:35])[CH2:41][CH2:40]3)[CH3:43])[S:17][C:10]=12, predict the reactants needed to synthesize it. The reactants are: [F:1][C:2]1[CH:3]=[C:4]([N:19]([C:28]2[CH:33]=[CH:32][C:31]([F:34])=[CH:30][CH:29]=2)[C:20]([C:22]2([C:25]([NH2:27])=[O:26])[CH2:24][CH2:23]2)=[O:21])[CH:5]=[CH:6][C:7]=1[O:8][C:9]1[CH:14]=[CH:13][N:12]=[C:11]2[CH:15]=[C:16](I)[S:17][C:10]=12.[CH3:35][N:36]1[CH2:41][CH2:40][N:39]([C:42]([CH3:46])([C:44]#[CH:45])[CH3:43])[CH2:38][CH2:37]1. (2) Given the product [CH2:1]([O:8][C:9]1[C:13]([C:14](=[O:23])[C:15]2[CH:16]=[CH:17][C:18]([O:21][CH3:22])=[CH:19][CH:20]=2)=[C:12]([Br:24])[N:11]([CH:25]([CH3:27])[CH3:26])[N:10]=1)[C:2]1[CH:7]=[CH:6][CH:5]=[CH:4][CH:3]=1, predict the reactants needed to synthesize it. The reactants are: [CH2:1]([O:8][C:9]1[C:13]([CH:14]([OH:23])[C:15]2[CH:20]=[CH:19][C:18]([O:21][CH3:22])=[CH:17][CH:16]=2)=[C:12]([Br:24])[N:11]([CH:25]([CH3:27])[CH3:26])[N:10]=1)[C:2]1[CH:7]=[CH:6][CH:5]=[CH:4][CH:3]=1.